Task: Predict the product of the given reaction.. Dataset: Forward reaction prediction with 1.9M reactions from USPTO patents (1976-2016) (1) Given the reactants [Cl:1][C:2]1[C:3]([NH:21][C:22]2[CH:27]=[CH:26][CH:25]=[CH:24][C:23]=2[NH:28][S:29]([CH3:32])(=[O:31])=[O:30])=[N:4][C:5]([NH:8][C:9]2[CH:14]=[C:13]([O:15][CH3:16])[C:12]([O:17][CH3:18])=[C:11]([O:19][CH3:20])[CH:10]=2)=[N:6][CH:7]=1.[C:33]([NH:40][CH2:41][CH2:42]Br)([O:35][C:36]([CH3:39])([CH3:38])[CH3:37])=[O:34].C(=O)([O-])[O-].[Cs+].[Cs+].[I-].[Na+], predict the reaction product. The product is: [Cl:1][C:2]1[C:3]([NH:21][C:22]2[CH:27]=[CH:26][CH:25]=[CH:24][C:23]=2[N:28]([CH2:42][CH2:41][NH:40][C:33](=[O:34])[O:35][C:36]([CH3:39])([CH3:38])[CH3:37])[S:29]([CH3:32])(=[O:31])=[O:30])=[N:4][C:5]([NH:8][C:9]2[CH:14]=[C:13]([O:15][CH3:16])[C:12]([O:17][CH3:18])=[C:11]([O:19][CH3:20])[CH:10]=2)=[N:6][CH:7]=1. (2) Given the reactants [C:1]1([C:7]2[C:8]([C:15]3[CH:20]=[CH:19][C:18]([NH:21][C:22]([NH:24][C:25]4[CH:30]=[CH:29][CH:28]=[CH:27][CH:26]=4)=[O:23])=[CH:17][CH:16]=3)=[N:9][O:10][C:11]=2[C:12](O)=[O:13])[CH:6]=[CH:5][CH:4]=[CH:3][CH:2]=1.Cl.[CH3:32][O:33][C:34](=[O:41])[C@@H:35]([NH2:40])[CH2:36][CH:37]([CH3:39])[CH3:38], predict the reaction product. The product is: [CH3:32][O:33][C:34](=[O:41])[C@@H:35]([NH:40][C:12]([C:11]1[O:10][N:9]=[C:8]([C:15]2[CH:16]=[CH:17][C:18]([NH:21][C:22]([NH:24][C:25]3[CH:30]=[CH:29][CH:28]=[CH:27][CH:26]=3)=[O:23])=[CH:19][CH:20]=2)[C:7]=1[C:1]1[CH:6]=[CH:5][CH:4]=[CH:3][CH:2]=1)=[O:13])[CH2:36][CH:37]([CH3:39])[CH3:38]. (3) The product is: [CH:1]1([N:4]([CH:18]2[CH2:23][CH2:22][N:21]([C:32](=[O:33])[CH2:31][CH:30]([C:24]3[CH:29]=[CH:28][CH:27]=[CH:26][CH:25]=3)[C:35]3[CH:40]=[CH:39][CH:38]=[CH:37][CH:36]=3)[CH2:20][CH2:19]2)[S:5]([C:8]2[CH:13]=[CH:12][CH:11]=[C:10]([C:14]([F:17])([F:15])[F:16])[CH:9]=2)(=[O:6])=[O:7])[CH2:3][CH2:2]1. Given the reactants [CH:1]1([N:4]([CH:18]2[CH2:23][CH2:22][NH:21][CH2:20][CH2:19]2)[S:5]([C:8]2[CH:13]=[CH:12][CH:11]=[C:10]([C:14]([F:17])([F:16])[F:15])[CH:9]=2)(=[O:7])=[O:6])[CH2:3][CH2:2]1.[C:24]1([CH:30]([C:35]2[CH:40]=[CH:39][CH:38]=[CH:37][CH:36]=2)[CH2:31][C:32](O)=[O:33])[CH:29]=[CH:28][CH:27]=[CH:26][CH:25]=1, predict the reaction product. (4) Given the reactants [OH-].[Li+].[C:3]([C:7]1[CH:11]=[C:10]([C:12]([O:14]CC)=[O:13])[N:9]([C:17]2[CH:18]=[C:19]3[C:24](=[CH:25][CH:26]=2)[N:23]=[CH:22][CH:21]=[CH:20]3)[N:8]=1)([CH3:6])([CH3:5])[CH3:4], predict the reaction product. The product is: [C:3]([C:7]1[CH:11]=[C:10]([C:12]([OH:14])=[O:13])[N:9]([C:17]2[CH:18]=[C:19]3[C:24](=[CH:25][CH:26]=2)[N:23]=[CH:22][CH:21]=[CH:20]3)[N:8]=1)([CH3:6])([CH3:4])[CH3:5]. (5) Given the reactants [Al+3].[Cl-].[Cl-].[Cl-].[F:5][C:6]1[CH:14]=[CH:13][C:9]([C:10](Cl)=[O:11])=[CH:8][CH:7]=1.[Br:15][C:16]1[CH:17]=[C:18]([O:22][CH3:23])[CH:19]=[CH:20][CH:21]=1.Cl, predict the reaction product. The product is: [Br:15][C:16]1[CH:21]=[CH:20][C:19]([C:10]([C:9]2[CH:13]=[CH:14][C:6]([F:5])=[CH:7][CH:8]=2)=[O:11])=[C:18]([O:22][CH3:23])[CH:17]=1. (6) Given the reactants CN=C=O.[CH3:5][CH:6]([N:8]=[C:9]=[O:10])[CH3:7].CP1CC=CC1.CN1[C:22](=O)[N:21](C)[C:20](=[O:25])[P:19]1[CH3:26], predict the reaction product. The product is: [CH3:26][P:19]1[C:20](=[O:25])[N:21]([CH3:22])[C:9](=[O:10])[N:8]1[CH:6]([CH3:7])[CH3:5].